The task is: Predict the product of the given reaction.. This data is from Forward reaction prediction with 1.9M reactions from USPTO patents (1976-2016). (1) Given the reactants C(OC(=O)[NH:7][C:8]1[CH:13]=[C:12]([N:14]([CH3:16])[CH3:15])[C:11]([Cl:17])=[CH:10][C:9]=1[NH:18][C:19](=[O:31])[CH2:20][C:21]([C:23]1[CH:28]=[CH:27][N:26]=[C:25]([C:29]#[N:30])[CH:24]=1)=O)(C)(C)C.C(O)(C(F)(F)F)=O, predict the reaction product. The product is: [Cl:17][C:11]1[C:12]([N:14]([CH3:16])[CH3:15])=[CH:13][C:8]2[N:7]=[C:21]([C:23]3[CH:28]=[CH:27][N:26]=[C:25]([C:29]#[N:30])[CH:24]=3)[CH2:20][C:19](=[O:31])[NH:18][C:9]=2[CH:10]=1. (2) Given the reactants [C:1]1(=[O:28])[N:5]([O:6][CH2:7][C@H:8]2[O:12][C@@H:11]([N:13]3[CH:21]=[C:19]([CH3:20])[C:17](=[O:18])[NH:16][C:14]3=[O:15])[CH2:10][C@@H:9]2[OH:22])[C:4](=[O:23])[C:3]2=[CH:24][CH:25]=[CH:26][CH:27]=[C:2]12.[Si:29](Cl)([C:42]([CH3:45])([CH3:44])[CH3:43])([C:36]1[CH:41]=[CH:40][CH:39]=[CH:38][CH:37]=1)[C:30]1[CH:35]=[CH:34][CH:33]=[CH:32][CH:31]=1.N1C=CN=C1, predict the reaction product. The product is: [Si:29]([O:22][C@@H:9]1[C@@H:8]([CH2:7][O:6][N:5]2[C:4](=[O:23])[C:3]3=[CH:24][CH:25]=[CH:26][CH:27]=[C:2]3[C:1]2=[O:28])[O:12][C@@H:11]([N:13]2[CH:21]=[C:19]([CH3:20])[C:17](=[O:18])[NH:16][C:14]2=[O:15])[CH2:10]1)([C:42]([CH3:45])([CH3:44])[CH3:43])([C:36]1[CH:37]=[CH:38][CH:39]=[CH:40][CH:41]=1)[C:30]1[CH:35]=[CH:34][CH:33]=[CH:32][CH:31]=1. (3) Given the reactants Br[C:2]1[N:7]=[C:6]([NH:8][C:9]([C:11]2[CH:33]=[CH:32][C:14]([O:15][C:16]3[CH:25]=[C:24]4[C:19]([CH:20]([C:26]([O:28][CH3:29])=[O:27])[CH2:21][CH2:22][O:23]4)=[CH:18][C:17]=3[C:30]#[N:31])=[CH:13][CH:12]=2)=[O:10])[CH:5]=[CH:4][CH:3]=1.[CH3:34][C:35]1[CH:36]=[C:37](B(O)O)[CH:38]=[CH:39][C:40]=1[CH3:41].C(=O)([O-])[O-].[Na+].[Na+].C1(C)C=CC=CC=1, predict the reaction product. The product is: [C:30]([C:17]1[CH:18]=[C:19]2[C:24](=[CH:25][C:16]=1[O:15][C:14]1[CH:32]=[CH:33][C:11]([C:9](=[O:10])[NH:8][C:6]3[CH:5]=[CH:4][CH:3]=[C:2]([C:37]4[CH:38]=[CH:39][C:40]([CH3:41])=[C:35]([CH3:34])[CH:36]=4)[N:7]=3)=[CH:12][CH:13]=1)[O:23][CH2:22][CH2:21][CH:20]2[C:26]([O:28][CH3:29])=[O:27])#[N:31]. (4) The product is: [NH2:1][C:2]1[N:3]=[C:4]([N:22]2[C:30]3[C:25](=[N:26][CH:27]=[CH:28][CH:29]=3)[C:24]([CH2:31][C:32]3[CH:37]=[CH:36][CH:35]=[CH:34][C:33]=3[F:38])=[N:23]2)[N:5]=[C:6]2[C:7]=1[N:8]([CH2:13][C:14]1[CH:19]=[CH:18][C:17]([F:20])=[CH:16][CH:15]=1)[C:9](=[O:10])[NH:21]2. Given the reactants [NH2:1][C:2]1[C:7]([N:8]([CH2:13][C:14]2[CH:19]=[CH:18][C:17]([F:20])=[CH:16][CH:15]=2)[C:9](=O)[O:10]C)=[C:6]([NH2:21])[N:5]=[C:4]([N:22]2[C:30]3[C:25](=[N:26][CH:27]=[CH:28][CH:29]=3)[C:24]([CH2:31][C:32]3[CH:37]=[CH:36][CH:35]=[CH:34][C:33]=3[F:38])=[N:23]2)[N:3]=1.[H-].[Na+].C(=O)([O-])O.[Na+], predict the reaction product. (5) Given the reactants [NH2:1][C:2]1[CH:7]=[CH:6][C:5]([NH:8][C:9]2[C:13]([C:14]([NH2:16])=[O:15])=[C:12]([NH:17][CH2:18][C:19]3[CH:24]=[CH:23][C:22]([OH:25])=[CH:21][CH:20]=3)[NH:11][N:10]=2)=[CH:4][CH:3]=1.[Cl:26][C:27]1[C:28]2[CH:38]=[CH:37][C:36]([F:39])=[CH:35][C:29]=2[S:30][C:31]=1[C:32](Cl)=[O:33], predict the reaction product. The product is: [Cl:26][C:27]1[C:28]2[CH:38]=[CH:37][C:36]([F:39])=[CH:35][C:29]=2[S:30][C:31]=1[C:32]([NH:1][C:2]1[CH:3]=[CH:4][C:5]([NH:8][C:9]2[C:13]([C:14]([NH2:16])=[O:15])=[C:12]([NH:17][CH2:18][C:19]3[CH:24]=[CH:23][C:22]([OH:25])=[CH:21][CH:20]=3)[NH:11][N:10]=2)=[CH:6][CH:7]=1)=[O:33]. (6) Given the reactants O1C2([CH2:10][CH2:9][CH:8]([C:11]3[CH:16]=[C:15]([OH:17])[N:14]4[N:18]=[CH:19][CH:20]=[C:13]4[N:12]=3)[CH2:7][CH2:6]2)OCC1.C(OC(=O)CC(C1CC[N:31]([C:34]([O:36][C:37]([CH3:40])([CH3:39])[CH3:38])=[O:35])CC1)=O)C.O=C(C1CCC2(OCCO2)CC1)CC(OCC)=O, predict the reaction product. The product is: [OH:17][C:15]1[N:14]2[N:18]=[CH:19][CH:20]=[C:13]2[N:12]=[C:11]([CH:8]2[CH2:7][CH2:6][N:31]([C:34]([O:36][C:37]([CH3:40])([CH3:39])[CH3:38])=[O:35])[CH2:10][CH2:9]2)[CH:16]=1. (7) Given the reactants [NH2:1][C:2]1[CH:17]=[CH:16][C:15]([F:18])=[CH:14][C:3]=1[C:4]([NH:6][C:7]1[CH:12]=[CH:11][C:10]([Cl:13])=[CH:9][N:8]=1)=[O:5].[N:19]1[CH:24]=[CH:23][C:22]([N:25]2[CH2:30][CH2:29][CH:28]([C:31](Cl)=[O:32])[CH2:27][CH2:26]2)=[CH:21][CH:20]=1, predict the reaction product. The product is: [ClH:13].[Cl:13][C:10]1[CH:11]=[CH:12][C:7]([NH:6][C:4](=[O:5])[C:3]2[CH:14]=[C:15]([F:18])[CH:16]=[CH:17][C:2]=2[NH:1][C:31]([CH:28]2[CH2:27][CH2:26][N:25]([C:22]3[CH:21]=[CH:20][N:19]=[CH:24][CH:23]=3)[CH2:30][CH2:29]2)=[O:32])=[N:8][CH:9]=1. (8) Given the reactants [CH2:1]([N:3]=[C:4]=[O:5])[CH3:2].[N:6]1([CH2:11][CH2:12][CH2:13][NH2:14])[CH2:10][CH2:9][CH2:8][CH2:7]1, predict the reaction product. The product is: [CH2:1]([NH:3][C:4]([NH:14][CH2:13][CH2:12][CH2:11][N:6]1[CH2:10][CH2:9][CH2:8][CH2:7]1)=[O:5])[CH3:2]. (9) Given the reactants N1C2C(=CC=CC=2)C(=O)C1=O.[Br:12][C:13]1[CH:21]=[CH:20][CH:19]=[C:18]2[C:14]=1[C:15](=[O:23])[C:16](=[O:22])[NH:17]2.BrCCC1CC1.Br[CH2:31][C:32]([O:34][CH2:35][CH3:36])=[O:33], predict the reaction product. The product is: [Br:12][C:13]1[CH:21]=[CH:20][CH:19]=[C:18]2[C:14]=1[C:15](=[O:23])[C:16](=[O:22])[N:17]2[CH2:31][C:32]([O:34][CH2:35][CH3:36])=[O:33]. (10) Given the reactants [CH3:1][C:2]1[N:3]([C:28]2[CH:33]=[CH:32][CH:31]=[C:30]([C:34]([F:37])([F:36])[F:35])[CH:29]=2)[C:4](=[O:27])[C:5]([C:13]([NH:15][CH2:16][C:17]2[CH:22]=[CH:21][C:20]([S:23]([CH3:26])(=[O:25])=[O:24])=[CH:19][CH:18]=2)=[O:14])=[CH:6][C:7]=1[C:8]([O:10]CC)=[O:9].[OH-].[Na+], predict the reaction product. The product is: [CH3:26][S:23]([C:20]1[CH:19]=[CH:18][C:17]([CH2:16][NH:15][C:13]([C:5]2[C:4](=[O:27])[N:3]([C:28]3[CH:33]=[CH:32][CH:31]=[C:30]([C:34]([F:36])([F:35])[F:37])[CH:29]=3)[C:2]([CH3:1])=[C:7]([C:8]([OH:10])=[O:9])[CH:6]=2)=[O:14])=[CH:22][CH:21]=1)(=[O:25])=[O:24].